From a dataset of Forward reaction prediction with 1.9M reactions from USPTO patents (1976-2016). Predict the product of the given reaction. (1) Given the reactants Br[C:2]1[N:7]=[C:6]2[N:8]([CH3:22])[C:9]3[CH2:14][CH2:13][N:12]([C:15]([O:17][C:18]([CH3:21])([CH3:20])[CH3:19])=[O:16])[CH2:11][C:10]=3[C:5]2=[CH:4][CH:3]=1.[CH2:23]([N:31]1[CH2:36][CH2:35][NH:34][C:33](=[O:37])[CH2:32]1)[CH2:24][C:25]1[CH:30]=[CH:29][CH:28]=[CH:27][CH:26]=1, predict the reaction product. The product is: [CH3:22][N:8]1[C:6]2=[N:7][C:2]([N:34]3[CH2:35][CH2:36][N:31]([CH2:23][CH2:24][C:25]4[CH:26]=[CH:27][CH:28]=[CH:29][CH:30]=4)[CH2:32][C:33]3=[O:37])=[CH:3][CH:4]=[C:5]2[C:10]2[CH2:11][N:12]([C:15]([O:17][C:18]([CH3:21])([CH3:20])[CH3:19])=[O:16])[CH2:13][CH2:14][C:9]1=2. (2) Given the reactants C[O:2][C:3](=O)[C:4]1[CH:9]=[CH:8][C:7]([CH2:10][S:11][C:12]2[CH:17]=[CH:16][C:15]([C:18]3[CH:23]=[CH:22][CH:21]=[CH:20][CH:19]=3)=[C:14]([C:24]([F:27])([F:26])[F:25])[CH:13]=2)=[CH:6][CH:5]=1.CC(C[AlH]CC(C)C)C, predict the reaction product. The product is: [F:26][C:24]([F:25])([F:27])[C:14]1[CH:13]=[C:12]([S:11][CH2:10][C:7]2[CH:6]=[CH:5][C:4]([CH2:3][OH:2])=[CH:9][CH:8]=2)[CH:17]=[CH:16][C:15]=1[C:18]1[CH:19]=[CH:20][CH:21]=[CH:22][CH:23]=1. (3) The product is: [Cl:12][C:9]1[N:10]=[C:11]2[C:6](=[CH:7][CH:8]=1)[N:5]=[CH:4][C:3]([C:13](=[O:15])[CH3:14])=[C:2]2[NH:26][C:25]1[CH:27]=[CH:28][CH:29]=[C:23]([CH2:22][CH2:21][N:16]2[CH2:17][CH2:18][CH2:19][CH2:20]2)[CH:24]=1. Given the reactants Cl[C:2]1[C:11]2[C:6](=[CH:7][CH:8]=[C:9]([Cl:12])[N:10]=2)[N:5]=[CH:4][C:3]=1[C:13](=[O:15])[CH3:14].[N:16]1([CH2:21][CH2:22][C:23]2[CH:24]=[C:25]([CH:27]=[CH:28][CH:29]=2)[NH2:26])[CH2:20][CH2:19][CH2:18][CH2:17]1, predict the reaction product. (4) Given the reactants [F:1][C:2]([F:34])([F:33])[C:3]1[CH:4]=[C:5]([CH2:13][C:14]([N:16]2[CH2:21][CH2:20][O:19][C:18]([CH2:30][CH2:31][OH:32])([C:22]3[CH:27]=[CH:26][C:25]([Cl:28])=[C:24]([Cl:29])[CH:23]=3)[CH2:17]2)=[O:15])[CH:6]=[C:7]([C:9]([F:12])([F:11])[F:10])[CH:8]=1.CN(C1C=CC=CN=1)C.C(N(CC)CC)C.[CH3:51][C:52]1[CH:57]=[CH:56][C:55]([S:58](Cl)(=[O:60])=[O:59])=[CH:54][CH:53]=1.Cl, predict the reaction product. The product is: [CH3:51][C:52]1[CH:57]=[CH:56][C:55]([S:58]([O:32][CH2:31][CH2:30][C:18]2([C:22]3[CH:27]=[CH:26][C:25]([Cl:28])=[C:24]([Cl:29])[CH:23]=3)[O:19][CH2:20][CH2:21][N:16]([C:14](=[O:15])[CH2:13][C:5]3[CH:6]=[C:7]([C:9]([F:10])([F:11])[F:12])[CH:8]=[C:3]([C:2]([F:1])([F:33])[F:34])[CH:4]=3)[CH2:17]2)(=[O:60])=[O:59])=[CH:54][CH:53]=1. (5) Given the reactants [Br:1][C:2]1[CH:7]=[CH:6][N:5]=[C:4]([CH:8]([NH2:14])[CH2:9][CH2:10][CH2:11][O:12][CH3:13])[CH:3]=1.[C:15](OC(=O)C)(=[O:17])[CH3:16].[OH-].[Na+], predict the reaction product. The product is: [Br:1][C:2]1[CH:7]=[CH:6][N:5]=[C:4]([CH:8]([NH:14][C:15](=[O:17])[CH3:16])[CH2:9][CH2:10][CH2:11][O:12][CH3:13])[CH:3]=1. (6) Given the reactants [CH3:1][N:2]([CH2:9][C:10]1[CH:18]=[CH:17][C:13]([C:14]([OH:16])=O)=[CH:12][CH:11]=1)[C:3]1[CH:8]=[CH:7][CH:6]=[CH:5][CH:4]=1.CN(C(ON1N=NC2C=CC=NC1=2)=[N+](C)C)C.F[P-](F)(F)(F)(F)F.C(N(CC)CC)C.[NH2:50][CH2:51][C:52]1[C:53]([OH:60])=[N:54][C:55]([CH3:59])=[CH:56][C:57]=1[CH3:58], predict the reaction product. The product is: [OH:60][C:53]1[C:52]([CH2:51][NH:50][C:14](=[O:16])[C:13]2[CH:12]=[CH:11][C:10]([CH2:9][N:2]([CH3:1])[C:3]3[CH:4]=[CH:5][CH:6]=[CH:7][CH:8]=3)=[CH:18][CH:17]=2)=[C:57]([CH3:58])[CH:56]=[C:55]([CH3:59])[N:54]=1. (7) Given the reactants [CH2:1]([C@H:8]1[CH2:13][CH2:12][N:11]([CH2:14][CH2:15][S:16]([C:19]2[CH:24]=[CH:23][C:22]([O:25][C:26](=[O:35])[C:27]3[CH:32]=[CH:31][C:30]([CH2:33]Cl)=[CH:29][CH:28]=3)=[CH:21][CH:20]=2)(=[O:18])=[O:17])[CH2:10][C@H:9]1[OH:36])[C:2]1[CH:7]=[CH:6][CH:5]=[CH:4][CH:3]=1.[CH3:37][N:38]1[CH2:43][CH2:42][NH:41][CH2:40][CH2:39]1, predict the reaction product. The product is: [CH2:1]([C@H:8]1[CH2:13][CH2:12][N:11]([CH2:14][CH2:15][S:16]([C:19]2[CH:24]=[CH:23][C:22]([O:25][C:26](=[O:35])[C:27]3[CH:32]=[CH:31][C:30]([CH2:33][N:41]4[CH2:42][CH2:43][N:38]([CH3:37])[CH2:39][CH2:40]4)=[CH:29][CH:28]=3)=[CH:21][CH:20]=2)(=[O:18])=[O:17])[CH2:10][C@H:9]1[OH:36])[C:2]1[CH:7]=[CH:6][CH:5]=[CH:4][CH:3]=1.